This data is from Forward reaction prediction with 1.9M reactions from USPTO patents (1976-2016). The task is: Predict the product of the given reaction. (1) The product is: [S:1]1[C:5]2[CH:6]=[CH:7][CH:8]=[CH:9][C:4]=2[N:3]=[C:2]1[CH2:10][O:11][N:12]1[C:21]2[C:16](=[CH:17][CH:18]=[CH:19][CH:20]=2)[C:15]([OH:22])=[C:14]([C:23]([NH:25][CH2:26][C:27]([OH:29])=[O:28])=[O:24])[C:13]1=[O:34]. Given the reactants [S:1]1[C:5]2[CH:6]=[CH:7][CH:8]=[CH:9][C:4]=2[N:3]=[C:2]1[CH2:10][O:11][N:12]1[C:21]2[C:16](=[CH:17][CH:18]=[CH:19][CH:20]=2)[C:15]([OH:22])=[C:14]([C:23]([NH:25][CH2:26][C:27]([O:29]C(C)(C)C)=[O:28])=[O:24])[C:13]1=[O:34].C(O)(C(F)(F)F)=O, predict the reaction product. (2) Given the reactants [CH3:1][N:2]([CH3:19])[CH2:3][C:4]1[N:8]=[C:7]([C:9]2[CH:14]=[C:13]([CH3:15])[CH:12]=[CH:11][C:10]=2[N+:16]([O-])=O)[O:6][N:5]=1.O.O.O.O.O.O.O.O.O.[S-][S-].[Na+].[Na+], predict the reaction product. The product is: [CH3:19][N:2]([CH2:3][C:4]1[N:8]=[C:7]([C:9]2[CH:14]=[C:13]([CH3:15])[CH:12]=[CH:11][C:10]=2[NH2:16])[O:6][N:5]=1)[CH3:1]. (3) The product is: [O:12]1[CH2:17][CH2:16][O:15][C:14]2[CH:18]=[C:19]([C:2]3[CH:9]=[CH:8][CH:7]=[C:6]([CH2:10][OH:11])[C:3]=3[C:4]#[N:5])[CH:20]=[CH:21][C:13]1=2. Given the reactants Cl[C:2]1[CH:9]=[CH:8][CH:7]=[C:6]([CH2:10][OH:11])[C:3]=1[C:4]#[N:5].[O:12]1[CH2:17][CH2:16][O:15][C:14]2[CH:18]=[C:19](C3C(C)=C(CO)C=CC=3)[CH:20]=[CH:21][C:13]1=2, predict the reaction product. (4) The product is: [F:15][C:12]([F:13])([F:14])[S:9]([O:1][C:44]1[CH:45]=[CH:46][C:41]([N:36]([C:34]2[C:33]([CH:49]3[CH2:51][CH2:50]3)=[CH:32][C:26]3[C:27]([C:28](=[O:29])[NH:30][CH3:31])=[C:23]([C:20]4[CH:19]=[CH:18][C:17]([Cl:16])=[CH:22][CH:21]=4)[O:24][C:25]=3[CH:35]=2)[S:37]([CH3:40])(=[O:38])=[O:39])=[CH:42][C:43]=1[F:48])(=[O:10])=[O:11]. Given the reactants [O:1]([S:9]([C:12]([F:15])([F:14])[F:13])(=[O:11])=[O:10])S(C(F)(F)F)(=O)=O.[Cl:16][C:17]1[CH:22]=[CH:21][C:20]([C:23]2[O:24][C:25]3[CH:35]=[C:34]([N:36]([C:41]4[CH:46]=[CH:45][C:44](O)=[C:43]([F:48])[CH:42]=4)[S:37]([CH3:40])(=[O:39])=[O:38])[C:33]([CH:49]4[CH2:51][CH2:50]4)=[CH:32][C:26]=3[C:27]=2[C:28]([NH:30][CH3:31])=[O:29])=[CH:19][CH:18]=1.N1C=CC=CC=1.O, predict the reaction product. (5) Given the reactants F[C:2]1[CH:11]=[CH:10][C:5]([C:6]([O:8][CH3:9])=[O:7])=[CH:4][C:3]=1[N+:12]([O-:14])=[O:13].[CH2:15]([NH2:19])[CH2:16][CH:17]=[CH2:18], predict the reaction product. The product is: [CH2:15]([NH:19][C:2]1[CH:11]=[CH:10][C:5]([C:6]([O:8][CH3:9])=[O:7])=[CH:4][C:3]=1[N+:12]([O-:14])=[O:13])[CH2:16][CH:17]=[CH2:18]. (6) Given the reactants [NH2:1][C:2]1[CH:7]=[C:6]([O:8][C:9]2[CH:10]=[CH:11][C:12]([NH:15][C:16]([C:18]3[C:22](=[O:23])[N:21]([C:24]4[CH:29]=[CH:28][CH:27]=[CH:26][CH:25]=4)[N:20]4[CH2:30][CH2:31][CH2:32][C:19]=34)=[O:17])=[N:13][CH:14]=2)[CH:5]=[CH:4][N:3]=1.CCN(CC)CC.O.[CH3:41][CH2:42][O:43]C(C)=O, predict the reaction product. The product is: [C:42]([NH:1][C:2]1[CH:7]=[C:6]([O:8][C:9]2[CH:10]=[CH:11][C:12]([NH:15][C:16]([C:18]3[C:22](=[O:23])[N:21]([C:24]4[CH:25]=[CH:26][CH:27]=[CH:28][CH:29]=4)[N:20]4[CH2:30][CH2:31][CH2:32][C:19]=34)=[O:17])=[N:13][CH:14]=2)[CH:5]=[CH:4][N:3]=1)(=[O:43])[CH3:41]. (7) Given the reactants C(Cl)(=O)C(Cl)=O.[F:7][C:8]([C:18]1[CH:23]=[CH:22][C:21]([C:24]2[CH:32]=[CH:31][C:27]([C:28](O)=[O:29])=[CH:26][CH:25]=2)=[CH:20][CH:19]=1)([CH3:17])[CH2:9][NH:10][S:11]([CH:14]([CH3:16])[CH3:15])(=[O:13])=[O:12].O1CCOCC1.[CH3:39][NH2:40], predict the reaction product. The product is: [F:7][C:8]([C:18]1[CH:23]=[CH:22][C:21]([C:24]2[CH:32]=[CH:31][C:27]([C:28]([NH:40][CH3:39])=[O:29])=[CH:26][CH:25]=2)=[CH:20][CH:19]=1)([CH3:17])[CH2:9][NH:10][S:11]([CH:14]([CH3:16])[CH3:15])(=[O:13])=[O:12].